This data is from Full USPTO retrosynthesis dataset with 1.9M reactions from patents (1976-2016). The task is: Predict the reactants needed to synthesize the given product. (1) The reactants are: CC1(C)O[C:5](=[CH:7][C:8](=[O:13])[C:9]([O:11][CH3:12])=[O:10])[CH2:4][O:3]1.[NH:15]([C:17]1[C:22]([Cl:23])=[CH:21][CH:20]=[CH:19][N:18]=1)[NH2:16]. Given the product [Cl:23][C:22]1[C:17]([N:15]2[C:8]([OH:13])([C:9]([O:11][CH3:12])=[O:10])[CH2:7][C:5]([CH2:4][OH:3])=[N:16]2)=[N:18][CH:19]=[CH:20][CH:21]=1, predict the reactants needed to synthesize it. (2) Given the product [C:1]1([C:11]2[CH:16]=[CH:15][CH:14]=[CH:13][CH:12]=2)[CH:6]=[C:5]([CH2:7][NH:21][CH2:26][CH2:27][CH2:28][NH:25][CH2:24][CH2:23][CH2:22][NH:21][CH2:26][CH:27]([CH3:29])[CH3:28])[CH:4]=[C:3]([CH2:9][NH:25][CH2:24][CH2:23][CH2:22][NH:25][CH2:24][CH2:23][CH2:22][NH:21][CH2:26][CH:27]([CH3:28])[CH3:29])[CH:2]=1, predict the reactants needed to synthesize it. The reactants are: [C:1]1([C:11]2[CH:16]=[CH:15][CH:14]=[CH:13][CH:12]=2)[CH:6]=[C:5]([CH:7]=O)[CH:4]=[C:3]([CH:9]=O)[CH:2]=1.NCCC[N:21]([CH2:26][CH:27]([CH3:29])[CH3:28])[CH2:22][CH2:23][CH2:24][NH2:25].[BH4-].[Na+].[OH-].[Na+]. (3) Given the product [Cl:1][C:2]1[CH:3]=[C:4]([CH:5]([OH:6])[C:12](=[CH2:13])[C:11]([O:15][CH3:16])=[O:14])[CH:7]=[CH:8][C:9]=1[F:10], predict the reactants needed to synthesize it. The reactants are: [Cl:1][C:2]1[CH:3]=[C:4]([CH:7]=[CH:8][C:9]=1[F:10])[CH:5]=[O:6].[C:11]([O:15][CH3:16])(=[O:14])[CH:12]=[CH2:13].N12CCN(CC1)CC2. (4) The reactants are: [CH3:1][O:2][CH:3]([C:13]1[CH:18]=[CH:17][CH:16]=[CH:15][CH:14]=1)[C:4]([CH:6]1[C:11](=O)[CH2:10][CH2:9][O:8][CH2:7]1)=O.[CH3:19][C:20]1[N:21]([C:25]2[CH:30]=[CH:29][C:28]([NH:31][C:32]([NH2:34])=[NH:33])=[CH:27][CH:26]=2)[CH:22]=[CH:23][N:24]=1.C(=O)([O-])[O-].[K+].[K+].C(Cl)Cl. Given the product [CH3:1][O:2][CH:3]([C:13]1[CH:18]=[CH:17][CH:16]=[CH:15][CH:14]=1)[C:4]1[C:6]2[CH2:7][O:8][CH2:9][CH2:10][C:11]=2[N:34]=[C:32]([NH:31][C:28]2[CH:29]=[CH:30][C:25]([N:21]3[CH:22]=[CH:23][N:24]=[C:20]3[CH3:19])=[CH:26][CH:27]=2)[N:33]=1, predict the reactants needed to synthesize it.